Task: Predict the reactants needed to synthesize the given product.. Dataset: Full USPTO retrosynthesis dataset with 1.9M reactions from patents (1976-2016) (1) Given the product [C:14]([O:13][C:11]([N:9]([CH3:10])[C:6]1([C:4]([OH:5])=[O:3])[CH2:8][CH2:7]1)=[O:12])([CH3:17])([CH3:16])[CH3:15], predict the reactants needed to synthesize it. The reactants are: C([O:3][C:4]([C:6]1([N:9]([C:11]([O:13][C:14]([CH3:17])([CH3:16])[CH3:15])=[O:12])[CH3:10])[CH2:8][CH2:7]1)=[O:5])C.O. (2) Given the product [ClH:1].[CH:2]([C@@H:5]1[CH2:10][CH2:9][C@H:8]([N:11]2[CH2:12][CH2:13][C:14]3([N:18]([C:19]4[CH:20]=[CH:21][CH:22]=[CH:23][CH:24]=4)[CH2:17][CH2:16][CH:15]3[O:25][CH3:30])[CH2:26][CH2:27]2)[CH2:7][CH2:6]1)([CH3:4])[CH3:3], predict the reactants needed to synthesize it. The reactants are: [ClH:1].[CH:2]([C@@H:5]1[CH2:10][CH2:9][C@H:8]([N:11]2[CH2:27][CH2:26][C:14]3([N:18]([C:19]4[CH:24]=[CH:23][CH:22]=[CH:21][CH:20]=4)[CH2:17][CH2:16][CH:15]3[OH:25])[CH2:13][CH2:12]2)[CH2:7][CH2:6]1)([CH3:4])[CH3:3].[H-].[Na+].[CH3:30]OS(OC)(=O)=O. (3) Given the product [NH2:9][CH2:8][C:7]1[N:6]=[CH:5][C:4]([C:10]([O:12][CH3:13])=[O:11])=[CH:3][C:2]=1[Cl:1], predict the reactants needed to synthesize it. The reactants are: [Cl:1][C:2]1[CH:3]=[C:4]([C:10]([O:12][CH3:13])=[O:11])[CH:5]=[N:6][C:7]=1[C:8]#[N:9]. (4) Given the product [CH2:6]([NH:7][CH2:11][C:12]1([F:35])[CH2:15][N:14]([C:16]([C:18]2[C:19]([NH:26][C:27]3[CH:32]=[CH:31][C:30]([I:33])=[CH:29][C:28]=3[F:34])=[C:20]([F:25])[C:21]([F:24])=[CH:22][CH:23]=2)=[O:17])[CH2:13]1)[CH3:5], predict the reactants needed to synthesize it. The reactants are: CC([CH2:5][CH2:6][N:7]([CH2:11][C:12]1([F:35])[CH2:15][N:14]([C:16]([C:18]2[CH:23]=[CH:22][C:21]([F:24])=[C:20]([F:25])[C:19]=2[NH:26][C:27]2[CH:32]=[CH:31][C:30]([I:33])=[CH:29][C:28]=2[F:34])=[O:17])[CH2:13]1)C(=O)[O-])(C)C.Cl. (5) Given the product [C:20](=[O:22])([O:23][C:24]1[CH:25]=[CH:12][CH:11]=[CH:18][CH:17]=1)[NH2:13], predict the reactants needed to synthesize it. The reactants are: CS(O)(=O)=O.C(N([CH2:11][CH3:12])CC)C.[N:13].NC1S[CH:17]=[CH:18]N=1.[C:20]([O:23][CH2:24][CH3:25])(=[O:22])C. (6) Given the product [CH3:9][N:11]1[CH2:16][CH2:15][NH:14][CH:13]([CH2:17][CH2:18][O:19][C:20]2[CH:25]=[CH:24][CH:23]=[CH:22][CH:21]=2)[CH2:12]1, predict the reactants needed to synthesize it. The reactants are: [H-].[Al+3].[Li+].[H-].[H-].[H-].CO[C:9]([N:11]1[CH2:16][CH2:15][NH:14][CH:13]([CH2:17][CH2:18][O:19][C:20]2[CH:25]=[CH:24][CH:23]=[CH:22][CH:21]=2)[CH2:12]1)=O.[OH-].[Na+].S([O-])([O-])(=O)=O.[Na+].[Na+]. (7) Given the product [F:12][C:4]1[CH:5]=[C:6]([C:7]([C:16]2[CH:15]=[C:14]([CH3:13])[C:19]3[NH:20][C:21](=[O:23])[O:22][C:18]=3[CH:17]=2)=[O:8])[CH:10]=[CH:11][C:3]=1[C:1]#[N:2], predict the reactants needed to synthesize it. The reactants are: [C:1]([C:3]1[CH:11]=[CH:10][C:6]([C:7](Cl)=[O:8])=[CH:5][C:4]=1[F:12])#[N:2].[CH3:13][C:14]1[C:19]2[NH:20][C:21](=[O:23])[O:22][C:18]=2[CH:17]=[CH:16][CH:15]=1.[Cl-].[Cl-].[Cl-].[Al+3]. (8) Given the product [C:1]([O:5][C:6](=[O:36])[CH2:7][CH:8]([C:12]1[CH:17]=[CH:16][C:15]([O:18][CH2:19][C:20]2[CH:21]=[C:22]([C:26]3[CH:31]=[CH:30][C:29]([C:32]([F:35])([F:34])[F:33])=[CH:28][CH:27]=3)[CH:23]=[CH:24][CH:25]=2)=[CH:14][CH:13]=1)[C:9]([N:52]([CH3:53])[CH3:51])=[O:10])([CH3:4])([CH3:3])[CH3:2], predict the reactants needed to synthesize it. The reactants are: [C:1]([O:5][C:6](=[O:36])[CH2:7][CH:8]([C:12]1[CH:17]=[CH:16][C:15]([O:18][CH2:19][C:20]2[CH:21]=[C:22]([C:26]3[CH:31]=[CH:30][C:29]([C:32]([F:35])([F:34])[F:33])=[CH:28][CH:27]=3)[CH:23]=[CH:24][CH:25]=2)=[CH:14][CH:13]=1)[C:9](O)=[O:10])([CH3:4])([CH3:3])[CH3:2].ON1C2C=CC=CC=2N=N1.C(Cl)CCl.[CH3:51][NH:52][CH3:53].